From a dataset of Full USPTO retrosynthesis dataset with 1.9M reactions from patents (1976-2016). Predict the reactants needed to synthesize the given product. (1) Given the product [F:50][C:46]1[CH:45]=[C:44]([NH:43][C:41](=[O:42])[CH2:40][C:38]2[NH:37][N:36]=[C:35]([NH:34][C:28]3[C:27]4[C:32](=[CH:33][C:24]([O:23][CH2:22][CH2:21][CH2:20][NH:19][C:16]([CH3:17])([CH3:18])[CH2:15][CH2:14][OH:13])=[CH:25][CH:26]=4)[N:31]=[CH:30][N:29]=3)[CH:39]=2)[CH:49]=[CH:48][CH:47]=1, predict the reactants needed to synthesize it. The reactants are: P([O:13][CH2:14][CH2:15][C:16]([NH:19][CH2:20][CH2:21][CH2:22][O:23][C:24]1[CH:33]=[C:32]2[C:27]([C:28]([NH:34][C:35]3[CH:39]=[C:38]([CH2:40][C:41]([NH:43][C:44]4[CH:49]=[CH:48][CH:47]=[C:46]([F:50])[CH:45]=4)=[O:42])[NH:37][N:36]=3)=[N:29][CH:30]=[N:31]2)=[CH:26][CH:25]=1)([CH3:18])[CH3:17])(OC(C)(C)C)(OC(C)(C)C)=O.NC(C)(C)CCO. (2) Given the product [Br:1][C:2]1[CH:3]=[C:4]2[C:8](=[CH:9][CH:10]=1)[NH:7][C:6]1[CH2:11][CH2:12][CH2:13][CH2:14][C:15](=[O:19])[C:5]2=1, predict the reactants needed to synthesize it. The reactants are: [Br:1][C:2]1[CH:3]=[C:4]2[C:8](=[CH:9][CH:10]=1)[NH:7][C:6]1[CH2:11][CH2:12][CH2:13][CH2:14][CH2:15][C:5]2=1.C1C[O:19]CC1.C(C1C(=O)C(Cl)=C(Cl)C(=O)C=1C#N)#N.C([O-])(O)=O.[Na+]. (3) Given the product [Br:4][C:5]1[CH:6]=[C:7]([C:11]2[C:16]([C:17]([NH:2][NH2:3])=[O:18])=[CH:15][N:14]=[C:13]([CH3:22])[N:12]=2)[CH:8]=[CH:9][CH:10]=1, predict the reactants needed to synthesize it. The reactants are: O.[NH2:2][NH2:3].[Br:4][C:5]1[CH:6]=[C:7]([C:11]2[C:16]([C:17](OCC)=[O:18])=[CH:15][N:14]=[C:13]([CH3:22])[N:12]=2)[CH:8]=[CH:9][CH:10]=1. (4) The reactants are: C1C=C[NH+]=CC=1.[O-][Cr](Cl)(=O)=O.[CH2:12]([O:19][CH2:20][CH2:21][CH2:22][CH2:23][CH2:24][CH2:25][OH:26])[C:13]1[CH:18]=[CH:17][CH:16]=[CH:15][CH:14]=1. Given the product [CH2:12]([O:19][CH2:20][CH2:21][CH2:22][CH2:23][CH2:24][CH:25]=[O:26])[C:13]1[CH:18]=[CH:17][CH:16]=[CH:15][CH:14]=1, predict the reactants needed to synthesize it.